This data is from Reaction yield outcomes from USPTO patents with 853,638 reactions. The task is: Predict the reaction yield, written as a fraction of the theoretical maximum amount of product (1.0 means a 100% yield; for example, 0.34 means a 34% yield). The reactants are [CH3:1][N:2]([CH3:12])[C@@H:3]1[CH2:7][N:6]([CH3:8])[C@H:5]([C:9]([OH:11])=O)[CH2:4]1.CCN=C=NCCCN(C)C.C1C=CC2N(O)N=NC=2C=1.[F:34][C:35]1[CH:36]=[CH:37][C:38]([NH:41][NH2:42])=[N:39][CH:40]=1. The catalyst is C(Cl)Cl. The product is [F:34][C:35]1[CH:36]=[CH:37][C:38]([NH:41][NH:42][C:9]([C@@H:5]2[CH2:4][C@H:3]([N:2]([CH3:1])[CH3:12])[CH2:7][N:6]2[CH3:8])=[O:11])=[N:39][CH:40]=1. The yield is 0.200.